From a dataset of NCI-60 drug combinations with 297,098 pairs across 59 cell lines. Regression. Given two drug SMILES strings and cell line genomic features, predict the synergy score measuring deviation from expected non-interaction effect. Drug 1: CC12CCC(CC1=CCC3C2CCC4(C3CC=C4C5=CN=CC=C5)C)O. Drug 2: CC1=C2C(C(=O)C3(C(CC4C(C3C(C(C2(C)C)(CC1OC(=O)C(C(C5=CC=CC=C5)NC(=O)OC(C)(C)C)O)O)OC(=O)C6=CC=CC=C6)(CO4)OC(=O)C)O)C)O. Cell line: ACHN. Synergy scores: CSS=25.6, Synergy_ZIP=0.671, Synergy_Bliss=2.60, Synergy_Loewe=-31.1, Synergy_HSA=1.94.